Dataset: Reaction yield outcomes from USPTO patents with 853,638 reactions. Task: Predict the reaction yield, written as a fraction of the theoretical maximum amount of product (1.0 means a 100% yield; for example, 0.34 means a 34% yield). (1) The reactants are [CH2:1]([N:3]1[CH2:8][CH2:7][N:6]([CH2:9][C:10]2[CH:15]=[CH:14][C:13]([NH:16][C:17](=[O:31])[CH2:18][C:19]3[CH:24]=[CH:23][CH:22]=[C:21]([C:25]#[C:26][Si](C)(C)C)[CH:20]=3)=[CH:12][C:11]=2[C:32]([F:35])([F:34])[F:33])[CH2:5][CH2:4]1)[CH3:2].C(=O)([O-])[O-].[K+].[K+].O. The catalyst is CO. The product is [CH2:1]([N:3]1[CH2:4][CH2:5][N:6]([CH2:9][C:10]2[CH:15]=[CH:14][C:13]([NH:16][C:17](=[O:31])[CH2:18][C:19]3[CH:24]=[CH:23][CH:22]=[C:21]([C:25]#[CH:26])[CH:20]=3)=[CH:12][C:11]=2[C:32]([F:34])([F:33])[F:35])[CH2:7][CH2:8]1)[CH3:2]. The yield is 0.920. (2) The reactants are [Cl:1][C:2]1[CH:3]=[C:4]2[C:9](=[CH:10][C:11]=1F)[O:8][CH:7]([C:13]([F:16])([F:15])[F:14])[C:6]([C:17]([O:19]CC)=[O:18])=[CH:5]2.[OH:22][C:23]1[CH:28]=[CH:27][C:26]([CH2:29][CH2:30][C:31]([O:33]C)=[O:32])=[CH:25][CH:24]=1. No catalyst specified. The product is [C:31]([CH2:30][CH2:29][C:26]1[CH:25]=[CH:24][C:23]([O:22][C:11]2[CH:10]=[C:9]3[C:4]([CH:5]=[C:6]([C:17]([OH:19])=[O:18])[CH:7]([C:13]([F:16])([F:14])[F:15])[O:8]3)=[CH:3][C:2]=2[Cl:1])=[CH:28][CH:27]=1)([OH:33])=[O:32]. The yield is 0.276. (3) The reactants are [H-].[H-].[H-].[H-].[Li+].[Al+3].[CH3:7][O:8][CH:9]([CH2:15][C:16](OC)=[O:17])[CH2:10][C:11](OC)=[O:12].[OH-].[Na+]. The catalyst is C1COCC1. The product is [CH3:7][O:8][CH:9]([CH2:15][CH2:16][OH:17])[CH2:10][CH2:11][OH:12]. The yield is 0.380. (4) The product is [C:1]([C:3]1[C:4]([S:44][CH3:45])=[N:5][C:6]([C:36]2[CH:41]=[CH:40][C:39]([O:42][CH3:43])=[CH:38][CH:37]=2)=[C:7]2[C:8]=1[C:9]1[CH:14]=[CH:13][C:12]([N:15]3[CH2:20][CH2:19][N:18]([C:21]([O:23][C:24]([CH3:25])([CH3:26])[CH3:27])=[O:22])[CH2:17][CH2:16]3)=[CH:11][C:10]=1[NH:28][C:31]2=[O:33])#[N:2]. The yield is 0.660. The catalyst is C(O)(=O)C.[Fe]. The reactants are [C:1]([C:3]1[C:4]([S:44][CH3:45])=[N:5][C:6]([C:36]2[CH:41]=[CH:40][C:39]([O:42][CH3:43])=[CH:38][CH:37]=2)=[C:7]([C:31]([O:33]CC)=O)[C:8]=1[C:9]1[CH:14]=[CH:13][C:12]([N:15]2[CH2:20][CH2:19][N:18]([C:21]([O:23][C:24]([CH3:27])([CH3:26])[CH3:25])=[O:22])[CH2:17][CH2:16]2)=[CH:11][C:10]=1[N+:28]([O-])=O)#[N:2].